From a dataset of Reaction yield outcomes from USPTO patents with 853,638 reactions. Predict the reaction yield, written as a fraction of the theoretical maximum amount of product (1.0 means a 100% yield; for example, 0.34 means a 34% yield). (1) The reactants are [S:1]1[C:5]2[CH:6]=[CH:7][CH:8]=[CH:9][C:4]=2[N:3]=[C:2]1[CH2:10][C:11]#[N:12].C([Li])CCC.O=[C:19]1[CH2:25][CH2:24][CH2:23][N:22]([C:26]([O:28][C:29]([CH3:32])([CH3:31])[CH3:30])=[O:27])[CH2:21][CH2:20]1. The catalyst is O1CCCC1.C(OCC)(=O)C.Cl. The product is [S:1]1[C:5]2[CH:6]=[CH:7][CH:8]=[CH:9][C:4]=2[N:3]=[C:2]1[C:10]([C:11]#[N:12])=[C:19]1[CH2:25][CH2:24][CH2:23][N:22]([C:26]([O:28][C:29]([CH3:32])([CH3:31])[CH3:30])=[O:27])[CH2:21][CH2:20]1. The yield is 0.800. (2) The reactants are [F:1][C:2]1([F:40])[O:6][C:5]2[CH:7]=[CH:8][C:9]([C:11]3([C:14]([NH:16][C@H:17]4[CH2:22][C@@H:21]([C:23]5[CH:28]=[CH:27][CH:26]=[CH:25][CH:24]=5)[O:20][C@@H:19]([C:29]5[CH:38]=[CH:37][C:32]([C:33]([O:35]C)=[O:34])=[CH:31][C:30]=5[F:39])[CH2:18]4)=[O:15])[CH2:13][CH2:12]3)=[CH:10][C:4]=2[O:3]1. The catalyst is CO.[OH-].[Li+]. The product is [F:40][C:2]1([F:1])[O:6][C:5]2[CH:7]=[CH:8][C:9]([C:11]3([C:14]([NH:16][C@H:17]4[CH2:22][C@@H:21]([C:23]5[CH:28]=[CH:27][CH:26]=[CH:25][CH:24]=5)[O:20][C@@H:19]([C:29]5[CH:38]=[CH:37][C:32]([C:33]([OH:35])=[O:34])=[CH:31][C:30]=5[F:39])[CH2:18]4)=[O:15])[CH2:13][CH2:12]3)=[CH:10][C:4]=2[O:3]1. The yield is 0.900.